Dataset: Reaction yield outcomes from USPTO patents with 853,638 reactions. Task: Predict the reaction yield, written as a fraction of the theoretical maximum amount of product (1.0 means a 100% yield; for example, 0.34 means a 34% yield). (1) The reactants are [CH3:1][O:2][C:3]1[C:7]([C:8]([F:11])([F:10])[F:9])=[C:6]([NH2:12])[N:5]([C:13]2[CH:18]=[CH:17][CH:16]=[CH:15][CH:14]=2)[N:4]=1.C1N=CN([C:24](N2C=NC=C2)=[O:25])C=1.CCN(C(C)C)C(C)C.Cl.Cl.[F:42][C:43]1[CH:44]=[C:45]([C@@H:50]2[CH2:54][N:53]([CH2:55][CH2:56][O:57][CH3:58])[CH2:52][C@H:51]2[NH2:59])[CH:46]=[CH:47][C:48]=1[F:49]. The catalyst is CN(C=O)C. The product is [F:42][C:43]1[CH:44]=[C:45]([C@@H:50]2[CH2:54][N:53]([CH2:55][CH2:56][O:57][CH3:58])[CH2:52][C@H:51]2[NH:59][C:24]([NH:12][C:6]2[N:5]([C:13]3[CH:18]=[CH:17][CH:16]=[CH:15][CH:14]=3)[N:4]=[C:3]([O:2][CH3:1])[C:7]=2[C:8]([F:11])([F:10])[F:9])=[O:25])[CH:46]=[CH:47][C:48]=1[F:49]. The yield is 0.520. (2) The reactants are [NH2:1][C:2]1[CH:6]=[CH:5][O:4][N:3]=1.[Br:7][C:8]1[C:9]([Cl:31])=[CH:10][C:11]([O:29][CH3:30])=[C:12]([N:14]2[C:23]3[C:18](=[CH:19][C:20]([S:24](Cl)(=[O:26])=[O:25])=[CH:21][CH:22]=3)[CH:17]=[CH:16][C:15]2=[O:28])[CH:13]=1.[Li+].C[Si]([N-][Si](C)(C)C)(C)C.[Cl-].[NH4+]. The catalyst is C1COCC1. The product is [Br:7][C:8]1[C:9]([Cl:31])=[CH:10][C:11]([O:29][CH3:30])=[C:12]([N:14]2[C:23]3[C:18](=[CH:19][C:20]([S:24]([NH:1][C:2]4[CH:6]=[CH:5][O:4][N:3]=4)(=[O:26])=[O:25])=[CH:21][CH:22]=3)[CH:17]=[CH:16][C:15]2=[O:28])[CH:13]=1. The yield is 0.343. (3) The reactants are [NH2:1][C:2]1[CH:7]=[C:6]([Cl:8])[CH:5]=[CH:4][C:3]=1[S:9][CH2:10][C:11]1[CH:12]=[C:13]([CH:18]=[CH:19][CH:20]=1)[C:14]([O:16][CH3:17])=[O:15].[Cl:21][C:22]1[CH:27]=[CH:26][C:25]([S:28](Cl)(=[O:30])=[O:29])=[CH:24][C:23]=1[C:32]([F:35])([F:34])[F:33]. The product is [Cl:8][C:6]1[CH:5]=[CH:4][C:3]([S:9][CH2:10][C:11]2[CH:12]=[C:13]([CH:18]=[CH:19][CH:20]=2)[C:14]([O:16][CH3:17])=[O:15])=[C:2]([NH:1][S:28]([C:25]2[CH:26]=[CH:27][C:22]([Cl:21])=[C:23]([C:32]([F:35])([F:33])[F:34])[CH:24]=2)(=[O:30])=[O:29])[CH:7]=1. The catalyst is N1C=CC=CC=1. The yield is 0.650. (4) The reactants are [CH:1]([N:4]1[C:8]([C:9]2[N:10]=[C:11]3[C:17]4[CH:18]=[CH:19][C:20]([CH:22]=C)=[CH:21][C:16]=4[O:15][CH2:14][CH2:13][N:12]3[CH:24]=2)=[N:7][C:6]([CH3:25])=[N:5]1)([CH3:3])[CH3:2].I([O-])(=O)(=O)=[O:27].[Na+]. The catalyst is C1COCC1.[Os](=O)(=O)(=O)=O. The product is [CH:1]([N:4]1[C:8]([C:9]2[N:10]=[C:11]3[C:17]4[CH:18]=[CH:19][C:20]([CH:22]=[O:27])=[CH:21][C:16]=4[O:15][CH2:14][CH2:13][N:12]3[CH:24]=2)=[N:7][C:6]([CH3:25])=[N:5]1)([CH3:2])[CH3:3]. The yield is 0.951. (5) The reactants are [NH2:1][C:2]1[N:6]([C:7]2[CH:12]=[CH:11][CH:10]=[CH:9][CH:8]=2)[N:5]=[C:4]([O:13][C@@H:14]2[CH2:18][CH2:17][N:16]([C:19]([O:21][C:22]([CH3:25])([CH3:24])[CH3:23])=[O:20])[CH2:15]2)[C:3]=1[CH3:26].C1(C2C=CC([CH2:36][O:37]C)=CC=2CN)CC1.[CH3:41][O:42][CH2:43][C:44]1[CH:45]=[CH:46][C:47]([O:52][C:53]([F:56])([F:55])[F:54])=[C:48]([CH2:50][NH2:51])[CH:49]=1. No catalyst specified. The product is [CH3:41][O:42][CH2:43][C:44]1[CH:45]=[CH:46][C:47]([O:52][C:53]([F:54])([F:55])[F:56])=[C:48]([CH:49]=1)[CH2:50][NH:51][C:36](=[O:37])[NH:1][C:2]1[N:6]([C:7]2[CH:8]=[CH:9][CH:10]=[CH:11][CH:12]=2)[N:5]=[C:4]([O:13][C@@H:14]2[CH2:18][CH2:17][N:16]([C:19]([O:21][C:22]([CH3:23])([CH3:25])[CH3:24])=[O:20])[CH2:15]2)[C:3]=1[CH3:26]. The yield is 0.570.